Dataset: Full USPTO retrosynthesis dataset with 1.9M reactions from patents (1976-2016). Task: Predict the reactants needed to synthesize the given product. (1) Given the product [CH3:49][C:44]1[N:43]([C:40]2[N:39]=[CH:38][C:37]([C:16]3[CH:15]=[CH:14][C:13]([C@@H:11]([N:7]4[CH2:6][CH2:5][C@:4]([CH2:3][C:2]([OH:1])([CH3:34])[CH3:35])([C:28]5[CH:33]=[CH:32][CH:31]=[CH:30][CH:29]=5)[O:9][C:8]4=[O:10])[CH3:12])=[CH:18][CH:17]=3)=[CH:42][N:41]=2)[CH:47]=[C:46]([CH3:48])[N:45]=1, predict the reactants needed to synthesize it. The reactants are: [OH:1][C:2]([CH3:35])([CH3:34])[CH2:3][C@@:4]1([C:28]2[CH:33]=[CH:32][CH:31]=[CH:30][CH:29]=2)[O:9][C:8](=[O:10])[N:7]([C@H:11]([C:13]2[CH:18]=[CH:17][C:16](B3OC(C)(C)C(C)(C)O3)=[CH:15][CH:14]=2)[CH3:12])[CH2:6][CH2:5]1.Br[C:37]1[CH:38]=[N:39][C:40]([N:43]2[CH:47]=[C:46]([CH3:48])[N:45]=[C:44]2[CH3:49])=[N:41][CH:42]=1. (2) Given the product [Cl:37][C:33]1[CH:32]=[C:31]([C:29]2[O:28][N:27]=[C:26]([CH:24]([C:15]3([C:16]([O:18][CH2:19][CH3:20])=[O:17])[CH2:14][CH2:13][CH2:12][N:11]4[C:7]([C:4]5[CH:5]=[CH:6][N:1]=[CH:2][CH:3]=5)=[N:8][N:9]=[C:10]34)[CH3:25])[N:30]=2)[CH:36]=[CH:35][CH:34]=1, predict the reactants needed to synthesize it. The reactants are: [N:1]1[CH:6]=[CH:5][C:4]([C:7]2[N:11]3[CH2:12][CH2:13][CH2:14][CH:15]([C:16]([O:18][CH2:19][CH3:20])=[O:17])[C:10]3=[N:9][N:8]=2)=[CH:3][CH:2]=1.[H-].[Na+].Cl[CH:24]([C:26]1[N:30]=[C:29]([C:31]2[CH:36]=[CH:35][CH:34]=[C:33]([Cl:37])[CH:32]=2)[O:28][N:27]=1)[CH3:25].[NH4+].[Cl-].